Dataset: Reaction yield outcomes from USPTO patents with 853,638 reactions. Task: Predict the reaction yield, written as a fraction of the theoretical maximum amount of product (1.0 means a 100% yield; for example, 0.34 means a 34% yield). The reactants are [Cl:1][C:2]1[CH:7]=[CH:6][C:5]([CH:8]([C:10]2[N:11]([CH3:15])[N:12]=[CH:13][CH:14]=2)[OH:9])=[CH:4][CH:3]=1.O[CH:17]1[CH2:22][CH2:21][NH:20][CH2:19][CH2:18]1.O.C1(C)C=CC(S(O)(=O)=O)=CC=1. The catalyst is C1(C)C=CC=CC=1. The product is [Cl:1][C:2]1[CH:3]=[CH:4][C:5]([CH:8]([C:10]2[N:11]([CH3:15])[N:12]=[CH:13][CH:14]=2)[O:9][CH:17]2[CH2:22][CH2:21][NH:20][CH2:19][CH2:18]2)=[CH:6][CH:7]=1. The yield is 0.870.